Predict the reactants needed to synthesize the given product. From a dataset of Full USPTO retrosynthesis dataset with 1.9M reactions from patents (1976-2016). Given the product [OH:19][NH:18][C:1]([C:3]1[CH:4]=[CH:5][C:6]([NH:9][C:10](=[O:16])[O:11][C:12]([CH3:14])([CH3:13])[CH3:15])=[N:7][CH:8]=1)=[NH:2], predict the reactants needed to synthesize it. The reactants are: [C:1]([C:3]1[CH:4]=[CH:5][C:6]([NH:9][C:10](=[O:16])[O:11][C:12]([CH3:15])([CH3:14])[CH3:13])=[N:7][CH:8]=1)#[N:2].Cl.[NH2:18][OH:19].C(N(CC)C(C)C)(C)C.